From a dataset of Full USPTO retrosynthesis dataset with 1.9M reactions from patents (1976-2016). Predict the reactants needed to synthesize the given product. (1) Given the product [C:47]([O:51][C@@H:52]([C:56]1[C:64]([CH3:65])=[CH:63][C:59]2[N:60]=[C:61]([CH3:2])[S:62][C:58]=2[C:57]=1[C:66]1[CH:67]=[CH:68][C:69]([Cl:72])=[CH:70][CH:71]=1)[C:53]([OH:55])=[O:54])([CH3:50])([CH3:48])[CH3:49], predict the reactants needed to synthesize it. The reactants are: Br[C:2]1SC2C=C(OC)C(C)=CC=2N=1.C1(C2SC3C=C(OC)C(C)=CC=3N=2)CC1.C1(B(O)O)CC1.COC1C(C)=CC2N=CSC=2C=1.[C:47]([O:51][C@@H:52]([C:56]1[C:64]([CH3:65])=[CH:63][C:59]2[N:60]=[CH:61][S:62][C:58]=2[C:57]=1[C:66]1[CH:71]=[CH:70][C:69]([Cl:72])=[CH:68][CH:67]=1)[C:53]([OH:55])=[O:54])([CH3:50])([CH3:49])[CH3:48]. (2) Given the product [C:28]([C:27]1[CH:30]=[CH:31][C:32]2[NH:33][C:2]([CH2:3][C:4]3[C:12]([O:13][CH3:14])=[CH:11][C:10]([CH3:15])=[C:9]4[C:5]=3[CH:6]=[CH:7][N:8]4[C:16]([O:18][C:19]([CH3:22])([CH3:21])[CH3:20])=[O:17])=[N:24][C:25]=2[CH:26]=1)#[N:29], predict the reactants needed to synthesize it. The reactants are: Br[C:2](Br)=[CH:3][C:4]1[C:12]([O:13][CH3:14])=[CH:11][C:10]([CH3:15])=[C:9]2[C:5]=1[CH:6]=[CH:7][N:8]2[C:16]([O:18][C:19]([CH3:22])([CH3:21])[CH3:20])=[O:17].[NH2:24][C:25]1[CH:26]=[C:27]([CH:30]=[CH:31][C:32]=1[NH2:33])[C:28]#[N:29].C1N2CCN(CC2)C1. (3) Given the product [CH:10]#[C:9][C:8]1[CH:11]=[CH:12][C:5]([OH:4])=[CH:6][CH:7]=1, predict the reactants needed to synthesize it. The reactants are: C([O:4][C:5]1[CH:12]=[CH:11][C:8]([CH:9]=[CH2:10])=[CH:7][CH:6]=1)(=O)C.N(C(C)(C)C#N)=NC(C)(C)C#N.[OH-].[Na+].O. (4) Given the product [O:8]=[C:9]1[N:15]([CH:16]2[CH2:17][CH2:18][N:19]([C:22]([O:24][C@H:25]([CH2:26][C:27]3[CH:32]=[C:31]([C:33]([F:35])([F:34])[F:36])[C:30]([NH2:37])=[C:29]([Cl:38])[CH:28]=3)[C:39]([N:60]3[CH2:61][CH2:62][C:57]([N:54]4[CH2:53][CH2:52][N:51]([CH2:50][C:49]([O:48][CH2:46][CH3:47])=[O:64])[CH2:56][CH2:55]4)([CH3:63])[CH2:58][CH2:59]3)=[O:40])=[O:23])[CH2:20][CH2:21]2)[CH2:14][CH2:13][C:12]2[CH:42]=[CH:43][CH:44]=[CH:45][C:11]=2[NH:10]1, predict the reactants needed to synthesize it. The reactants are: C(N(CC)CC)C.[O:8]=[C:9]1[N:15]([CH:16]2[CH2:21][CH2:20][N:19]([C:22]([O:24][C@@H:25]([C:39](O)=[O:40])[CH2:26][C:27]3[CH:32]=[C:31]([C:33]([F:36])([F:35])[F:34])[C:30]([NH2:37])=[C:29]([Cl:38])[CH:28]=3)=[O:23])[CH2:18][CH2:17]2)[CH2:14][CH2:13][C:12]2[CH:42]=[CH:43][CH:44]=[CH:45][C:11]=2[NH:10]1.[CH2:46]([O:48][C:49](=[O:64])[CH2:50][N:51]1[CH2:56][CH2:55][N:54]([C:57]2([CH3:63])[CH2:62][CH2:61][NH:60][CH2:59][CH2:58]2)[CH2:53][CH2:52]1)[CH3:47].CN(C(ON1N=NC2C=CC=CC1=2)=[N+](C)C)C.[B-](F)(F)(F)F. (5) Given the product [I-:18].[Li+:21].[S:20]([Li:22])[Li:21].[P:4]12([S:6][P:7]3([S:9][P:10]([S:13][P:14]([S:17]3)([S:16]1)=[S:15])(=[S:11])[S:12]2)=[S:8])=[S:5], predict the reactants needed to synthesize it. The reactants are: [S-2].[Li+].[Li+].[P:4]12([S:16][P:14]3([S:17][P:7]([S:9][P:10]([S:13]3)([S:12]1)=[S:11])(=[S:8])[S:6]2)=[S:15])=[S:5].[I-:18].[Li+].[S:20]([Li:22])[Li:21].